From a dataset of Full USPTO retrosynthesis dataset with 1.9M reactions from patents (1976-2016). Predict the reactants needed to synthesize the given product. (1) Given the product [SH:5][C:6]1[CH:11]=[CH:10][C:9]([CH2:12][C:13]#[N:14])=[CH:8][CH:7]=1, predict the reactants needed to synthesize it. The reactants are: C(OC(=S)[S:5][C:6]1[CH:11]=[CH:10][C:9]([CH2:12][C:13]#[N:14])=[CH:8][CH:7]=1)C.[OH-].[K+]. (2) Given the product [CH3:15][N:13]([CH3:14])[CH:10]1[CH2:11][CH2:12][N:8]([C:6]([C:5]2[CH:16]=[CH:17][C:2]([NH:1][C:19]3[C:28]4[C:23](=[CH:24][CH:25]=[CH:26][CH:27]=4)[N:22]=[C:21]([C:29]4[CH:34]=[CH:33][CH:32]=[CH:31][CH:30]=4)[N:20]=3)=[CH:3][CH:4]=2)=[O:7])[CH2:9]1, predict the reactants needed to synthesize it. The reactants are: [NH2:1][C:2]1[CH:17]=[CH:16][C:5]([C:6]([N:8]2[CH2:12][CH2:11][CH:10]([N:13]([CH3:15])[CH3:14])[CH2:9]2)=[O:7])=[CH:4][CH:3]=1.Cl[C:19]1[C:28]2[C:23](=[CH:24][CH:25]=[CH:26][CH:27]=2)[N:22]=[C:21]([C:29]2[CH:34]=[CH:33][CH:32]=[CH:31][CH:30]=2)[N:20]=1.Cl.N1C=CC=CC=1.